Dataset: Drug-target binding data from BindingDB using Ki measurements. Task: Regression. Given a target protein amino acid sequence and a drug SMILES string, predict the binding affinity score between them. We predict pKi (pKi = -log10(Ki in M); higher means stronger inhibition). Dataset: bindingdb_ki. The drug is CCCCCCCCCCCC(=O)NC(c1cccc2ccccc12)P(=O)(O)O. The target protein (P80366) has sequence MGVVKGLLALALVLNVVVVSNGGKSSNFVRKTNKNRDMPLDSDVFRVPPGYNAPQQVHITQGDLVGRAMIISWVTMDEPGSSAVRYWSEKNGRKRIAKGKMSTYRFFNYSSGFIHHTTIRKLKYNTKYYYEVGLRNTTRRFSFITPPQTGLDVPYTFGLIGDLGQSFDSNTTLSHYELSPKKGQTVLFVGDLSYADRYPNHDNVRWDTWGRFTERSVAYQPWIWTAGNHEIEFAPEINETEPFKPFSYRYHVPYEASQSTSPFWYSIKRASAHIIVLSSYSAYGRGTPQYTWLKKELRKVKRSETPWLIVLMHSPLYNSYNHHFMEGEAMRTKFEAWFVKYKVDVVFAGHVHAYERSERVSNIAYKITNGLCTPVKDQSAPVYITIGDAGNYGVIDSNMIQPQPEYSAFREASFGHGMFDIKNRTHAHFSWNRNQDGVAVEADSVWFFNRHWYPVDDST. The pKi is 5.3.